This data is from Catalyst prediction with 721,799 reactions and 888 catalyst types from USPTO. The task is: Predict which catalyst facilitates the given reaction. (1) Reactant: Cl.[Br:2][C:3]1[CH:8]=[CH:7][C:6]([NH:9]N)=[CH:5][CH:4]=1.[CH:11](=O)[CH2:12][CH2:13][CH3:14]. Product: [Br:2][C:3]1[CH:8]=[C:7]2[C:6](=[CH:5][CH:4]=1)[NH:9][CH:11]=[C:12]2[CH2:13][CH3:14]. The catalyst class is: 52. (2) Reactant: C(NC([NH:8][C:9]1[CH:10]=[C:11]([NH:29][C:30](=[O:39])[O:31][CH2:32][C:33]2[CH:38]=[CH:37][CH:36]=[CH:35][CH:34]=2)[CH:12]=[N:13][C:14]=1[S:15](=[O:28])(=[O:27])[NH:16][C:17]1[CH:26]=[CH:25][C:20]2[B:21]([OH:24])[O:22][CH2:23][C:19]=2[CH:18]=1)=O)(C)(C)C. Product: [NH2:8][C:9]1[CH:10]=[C:11]([NH:29][C:30](=[O:39])[O:31][CH2:32][C:33]2[CH:34]=[CH:35][CH:36]=[CH:37][CH:38]=2)[CH:12]=[N:13][C:14]=1[S:15](=[O:28])(=[O:27])[NH:16][C:17]1[CH:26]=[CH:25][C:20]2[B:21]([OH:24])[O:22][CH2:23][C:19]=2[CH:18]=1. The catalyst class is: 157. (3) Reactant: [Si:1]([O:8][C@H:9]1[C@@:13]([C:16]#[CH:17])([CH2:14][OH:15])[O:12][C@@H:11]([N:18]2[CH:26]=[C:24]([CH3:25])[C:22](=[O:23])[NH:21][C:19]2=[O:20])[CH2:10]1)([C:4]([CH3:7])([CH3:6])[CH3:5])([CH3:3])[CH3:2].[CH3:27][C:28](OC(C)=O)=[O:29]. Product: [C:28]([O:15][CH2:14][C@@:13]1([C:16]#[CH:17])[O:12][C@@H:11]([N:18]2[CH:26]=[C:24]([CH3:25])[C:22](=[O:23])[NH:21][C:19]2=[O:20])[CH2:10][C@H:9]1[O:8][Si:1]([C:4]([CH3:7])([CH3:5])[CH3:6])([CH3:2])[CH3:3])(=[O:29])[CH3:27]. The catalyst class is: 17. (4) Reactant: Cl[C:2]1[N:7]=[C:6]([NH:8][C:9](=[O:15])[O:10][C:11]([CH3:14])([CH3:13])[CH3:12])[C:5]([C:16](=[O:21])[C:17]([F:20])([F:19])[F:18])=[CH:4][CH:3]=1.CS(C)=O.[C:26]([NH:33][CH2:34][CH2:35][NH2:36])([O:28][C:29]([CH3:32])([CH3:31])[CH3:30])=[O:27].C(N(CC)C(C)C)(C)C. Product: [C:29]([O:28][C:26]([NH:33][CH2:34][CH2:35][NH:36][C:2]1[N:7]=[C:6]([NH:8][C:9](=[O:15])[O:10][C:11]([CH3:14])([CH3:13])[CH3:12])[C:5]([C:16](=[O:21])[C:17]([F:20])([F:19])[F:18])=[CH:4][CH:3]=1)=[O:27])([CH3:32])([CH3:31])[CH3:30]. The catalyst class is: 84. (5) Reactant: [ClH:1].CCOCC.C(OC([N:14]1[CH2:17][CH2:16][C@H:15]1[CH2:18][O:19][C:20]1[CH:21]=[N:22][CH:23]=[C:24]([C@H:26]2[CH2:28][C@@H:27]2[CH2:29][CH2:30][F:31])[CH:25]=1)=O)(C)(C)C. Product: [ClH:1].[NH:14]1[CH2:17][CH2:16][C@H:15]1[CH2:18][O:19][C:20]1[CH:21]=[N:22][CH:23]=[C:24]([C@H:26]2[CH2:28][C@@H:27]2[CH2:29][CH2:30][F:31])[CH:25]=1. The catalyst class is: 5. (6) Reactant: [CH2:1]([NH2:4])[CH2:2][CH3:3].[Cl:5][C:6]1[CH:7]=[C:8]2[CH:14]=[C:13]([C:15]([NH:17][C@@H:18]([CH2:24][C:25]3[CH:30]=[CH:29][CH:28]=[CH:27][CH:26]=3)[C@@H:19]([OH:23])[C:20]([OH:22])=O)=[O:16])[NH:12][C:9]2=[CH:10][N:11]=1.C1C=CC2N(O)N=NC=2C=1.CCN(C(C)C)C(C)C.CCN=C=NCCCN(C)C. Product: [CH2:24]([C@H:18]([NH:17][C:15]([C:13]1[NH:12][C:9]2=[CH:10][N:11]=[C:6]([Cl:5])[CH:7]=[C:8]2[CH:14]=1)=[O:16])[C@@H:19]([OH:23])[C:20](=[O:22])[NH:4][CH2:1][CH2:2][CH3:3])[C:25]1[CH:30]=[CH:29][CH:28]=[CH:27][CH:26]=1. The catalyst class is: 3. (7) Reactant: [Cl:1][C:2]1[CH:11]=[CH:10][C:9]2[C:8]([C:12]([OH:14])=O)=[CH:7][CH:6]=[CH:5][C:4]=2[N:3]=1.S(Cl)([Cl:17])=O. Product: [Cl:1][C:2]1[CH:11]=[CH:10][C:9]2[C:8]([C:12]([Cl:17])=[O:14])=[CH:7][CH:6]=[CH:5][C:4]=2[N:3]=1. The catalyst class is: 3.